Dataset: Full USPTO retrosynthesis dataset with 1.9M reactions from patents (1976-2016). Task: Predict the reactants needed to synthesize the given product. Given the product [Cl:1][C:2]1[N:7]=[C:6]([C:8]([O:10][CH2:11][CH3:12])=[O:9])[C:5]([NH:22][CH2:21][CH2:20][N:14]2[CH2:19][CH2:18][O:17][CH2:16][CH2:15]2)=[CH:4][N:3]=1, predict the reactants needed to synthesize it. The reactants are: [Cl:1][C:2]1[N:7]=[C:6]([C:8]([O:10][CH2:11][CH3:12])=[O:9])[C:5](F)=[CH:4][N:3]=1.[N:14]1([CH2:20][CH2:21][NH2:22])[CH2:19][CH2:18][O:17][CH2:16][CH2:15]1.